The task is: Regression. Given two drug SMILES strings and cell line genomic features, predict the synergy score measuring deviation from expected non-interaction effect.. This data is from NCI-60 drug combinations with 297,098 pairs across 59 cell lines. (1) Drug 1: C1CCN(CC1)CCOC2=CC=C(C=C2)C(=O)C3=C(SC4=C3C=CC(=C4)O)C5=CC=C(C=C5)O. Drug 2: CC1=C2C(C(=O)C3(C(CC4C(C3C(C(C2(C)C)(CC1OC(=O)C(C(C5=CC=CC=C5)NC(=O)C6=CC=CC=C6)O)O)OC(=O)C7=CC=CC=C7)(CO4)OC(=O)C)O)C)OC(=O)C. Cell line: OVCAR-4. Synergy scores: CSS=36.6, Synergy_ZIP=-6.69, Synergy_Bliss=-4.34, Synergy_Loewe=-44.6, Synergy_HSA=-4.27. (2) Drug 1: C1C(C(OC1N2C=NC3=C2NC=NCC3O)CO)O. Drug 2: CC1C(C(CC(O1)OC2CC(CC3=C2C(=C4C(=C3O)C(=O)C5=CC=CC=C5C4=O)O)(C(=O)C)O)N)O. Cell line: SNB-19. Synergy scores: CSS=33.2, Synergy_ZIP=-0.773, Synergy_Bliss=-2.82, Synergy_Loewe=-43.7, Synergy_HSA=-3.11. (3) Drug 1: CNC(=O)C1=NC=CC(=C1)OC2=CC=C(C=C2)NC(=O)NC3=CC(=C(C=C3)Cl)C(F)(F)F. Drug 2: C1CCC(C(C1)N)N.C(=O)(C(=O)[O-])[O-].[Pt+4]. Cell line: SW-620. Synergy scores: CSS=17.7, Synergy_ZIP=6.88, Synergy_Bliss=-0.403, Synergy_Loewe=-35.6, Synergy_HSA=-13.6. (4) Drug 1: C1CN(CCN1C(=O)CCBr)C(=O)CCBr. Drug 2: CC1=C(C(=O)C2=C(C1=O)N3CC4C(C3(C2COC(=O)N)OC)N4)N. Cell line: HS 578T. Synergy scores: CSS=25.8, Synergy_ZIP=-7.42, Synergy_Bliss=-3.24, Synergy_Loewe=1.24, Synergy_HSA=1.58. (5) Drug 1: C1=CC(=CC=C1CCCC(=O)O)N(CCCl)CCCl. Drug 2: CC1=C2C(C(=O)C3(C(CC4C(C3C(C(C2(C)C)(CC1OC(=O)C(C(C5=CC=CC=C5)NC(=O)C6=CC=CC=C6)O)O)OC(=O)C7=CC=CC=C7)(CO4)OC(=O)C)O)C)OC(=O)C. Cell line: T-47D. Synergy scores: CSS=23.8, Synergy_ZIP=-9.43, Synergy_Bliss=-1.87, Synergy_Loewe=-10.4, Synergy_HSA=-2.90.